This data is from Reaction yield outcomes from USPTO patents with 853,638 reactions. The task is: Predict the reaction yield, written as a fraction of the theoretical maximum amount of product (1.0 means a 100% yield; for example, 0.34 means a 34% yield). (1) The reactants are [CH:1]1([C:4]2[CH:9]=[CH:8][C:7]([NH:10][C:11](=O)[CH2:12][O:13][CH3:14])=[CH:6][CH:5]=2)[CH2:3][CH2:2]1.[H-].[H-].[H-].[H-].[Li+].[Al+3]. The catalyst is C1COCC1.O.CCOC(C)=O. The product is [CH:1]1([C:4]2[CH:9]=[CH:8][C:7]([NH:10][CH2:11][CH2:12][O:13][CH3:14])=[CH:6][CH:5]=2)[CH2:3][CH2:2]1. The yield is 0.790. (2) The reactants are [Cl:1][S:2]([OH:5])(=O)=[O:3].[CH:6]1[CH:11]=[CH:10][C:9]([CH2:12][N:13]2[C:22](=[O:23])[C:21]3[C:16](=[CH:17][CH:18]=[CH:19][CH:20]=3)[C:14]2=[O:15])=[CH:8][CH:7]=1. No catalyst specified. The product is [O:23]=[C:22]1[C:21]2[C:16](=[CH:17][CH:18]=[CH:19][CH:20]=2)[C:14](=[O:15])[N:13]1[CH2:12][C:9]1[CH:8]=[CH:7][C:6]([S:2]([Cl:1])(=[O:5])=[O:3])=[CH:11][CH:10]=1. The yield is 0.730. (3) The reactants are [CH:1]1([CH2:4][N:5]2[C:14](=[O:15])[C:13]3([CH2:19][CH2:18][CH2:17][CH2:16]3)[C:12]3[C:7](=[CH:8][C:9]([N+:20]([O-])=O)=[CH:10][CH:11]=3)[C:6]2=[O:23])[CH2:3][CH2:2]1.[H][H]. The catalyst is [Pd].CO. The yield is 0.960. The product is [NH2:20][C:9]1[CH:8]=[C:7]2[C:12]([C:13]3([CH2:19][CH2:18][CH2:17][CH2:16]3)[C:14](=[O:15])[N:5]([CH2:4][CH:1]3[CH2:2][CH2:3]3)[C:6]2=[O:23])=[CH:11][CH:10]=1.